From a dataset of Full USPTO retrosynthesis dataset with 1.9M reactions from patents (1976-2016). Predict the reactants needed to synthesize the given product. (1) Given the product [Cl:51][C:30]1[C:31]([C:33]2[C:41]3[C:36](=[CH:37][CH:38]=[CH:39][CH:40]=3)[N:35]([S:42]([C:45]3[CH:50]=[CH:49][CH:48]=[CH:47][CH:46]=3)(=[O:44])=[O:43])[CH:34]=2)=[N:32][C:27]([NH:1][C:2]2[CH:3]=[C:4]([N:8]([CH3:25])[C:9]([C:11]3[CH:16]=[CH:15][C:14]([NH:17][C:18](=[O:24])[O:19][C:20]([CH3:21])([CH3:22])[CH3:23])=[CH:13][CH:12]=3)=[O:10])[CH:5]=[CH:6][CH:7]=2)=[N:28][CH:29]=1, predict the reactants needed to synthesize it. The reactants are: [NH2:1][C:2]1[CH:3]=[C:4]([N:8]([CH3:25])[C:9]([C:11]2[CH:16]=[CH:15][C:14]([NH:17][C:18](=[O:24])[O:19][C:20]([CH3:23])([CH3:22])[CH3:21])=[CH:13][CH:12]=2)=[O:10])[CH:5]=[CH:6][CH:7]=1.Cl[C:27]1[N:32]=[C:31]([C:33]2[C:41]3[C:36](=[CH:37][CH:38]=[CH:39][CH:40]=3)[N:35]([S:42]([C:45]3[CH:50]=[CH:49][CH:48]=[CH:47][CH:46]=3)(=[O:44])=[O:43])[CH:34]=2)[C:30]([Cl:51])=[CH:29][N:28]=1.CC1(C)C2C(=C(P(C3C=CC=CC=3)C3C=CC=CC=3)C=CC=2)OC2C(P(C3C=CC=CC=3)C3C=CC=CC=3)=CC=CC1=2.[O-]P([O-])([O-])=O.[K+].[K+].[K+]. (2) Given the product [S:24]1[CH2:25][CH2:26][CH2:27][S:22][CH:23]1[CH2:28][C:29]1[CH:38]=[C:37]2[C:32](=[CH:31][CH:30]=1)[C@H:33]([NH:47][C:19](=[O:20])[CH2:18][C@@H:12]1[C:13](=[O:17])[NH:14][CH2:15][CH2:16][N:11]1[S:8]([C:5]1[CH:6]=[CH:7][C:2]([Cl:1])=[CH:3][CH:4]=1)(=[O:9])=[O:10])[CH2:34][CH2:35][CH2:36]2, predict the reactants needed to synthesize it. The reactants are: [Cl:1][C:2]1[CH:7]=[CH:6][C:5]([S:8]([N:11]2[CH2:16][CH2:15][NH:14][C:13](=[O:17])[C@H:12]2[CH2:18][C:19](O)=[O:20])(=[O:10])=[O:9])=[CH:4][CH:3]=1.[S:22]1[CH2:27][CH2:26][CH2:25][S:24][CH:23]1[CH2:28][CH2:29][C:30]1[CH:31]=[C:32]2[C:37](=[CH:38]C=1)[C@H:36](N)[CH2:35][CH2:34][CH2:33]2.C1C=CC2N(O)N=[N:47]C=2C=1.CCN=C=NCCCN(C)C. (3) Given the product [Si:48]([O:55][C@@H:56]1[C:65]2[C:60](=[CH:61][CH:62]=[CH:63][CH:64]=2)[N:59]([C:2]2[CH:7]=[C:6]([C:8]3[C:17]4[C:12](=[CH:13][C:14]([O:20][CH3:21])=[C:15]([O:18][CH3:19])[CH:16]=4)[CH:11]=[C:10]([C:22]([O:24][CH3:25])=[O:23])[C:9]=3[C:26]([O:28][CH3:29])=[O:27])[CH:5]=[CH:4][N:3]=2)[CH2:58][CH2:57]1)([C:51]([CH3:54])([CH3:53])[CH3:52])([CH3:50])[CH3:49], predict the reactants needed to synthesize it. The reactants are: Br[C:2]1[CH:7]=[C:6]([C:8]2[C:17]3[C:12](=[CH:13][C:14]([O:20][CH3:21])=[C:15]([O:18][CH3:19])[CH:16]=3)[CH:11]=[C:10]([C:22]([O:24][CH3:25])=[O:23])[C:9]=2[C:26]([O:28][CH3:29])=[O:27])[CH:5]=[CH:4][N:3]=1.F[B-](F)(F)F.C([PH+](C(C)(C)C)C(C)(C)C)(C)(C)C.[Si:48]([O:55][C@@H:56]1[C:65]2[C:60](=[CH:61][CH:62]=[CH:63][CH:64]=2)[NH:59][CH2:58][CH2:57]1)([C:51]([CH3:54])([CH3:53])[CH3:52])([CH3:50])[CH3:49].CC(C)([O-])C.[Na+].[Cl-].[NH4+]. (4) The reactants are: [Cl:1][C:2]1[CH:7]=[CH:6][C:5]([CH:8]([C:15]2[CH:20]=[CH:19][CH:18]=[CH:17][CH:16]=2)[N:9]2[CH2:14][CH2:13][NH:12][CH2:11][CH2:10]2)=[CH:4][CH:3]=1.Cl[CH2:22][CH2:23][OH:24].[I-].[K+].C(=O)([O-])[O-].[Na+].[Na+]. Given the product [Cl:1][C:2]1[CH:3]=[CH:4][C:5]([CH:8]([C:15]2[CH:16]=[CH:17][CH:18]=[CH:19][CH:20]=2)[N:9]2[CH2:10][CH2:11][N:12]([CH2:22][CH2:23][OH:24])[CH2:13][CH2:14]2)=[CH:6][CH:7]=1, predict the reactants needed to synthesize it. (5) Given the product [O:22]=[C:16]1[CH:15]([N:8]2[C:7](=[O:23])[C:6]3[C:11](=[CH:12][CH:13]=[C:4]([CH2:3][NH:2][C:29]([NH:26][C:27]4[CH:28]=[CH:39][C:34]([O:33][C:32]([F:44])([F:43])[F:31])=[CH:35][CH:36]=4)=[O:48])[CH:5]=3)[N:10]=[C:9]2[CH3:14])[CH2:20][CH2:19][C:18](=[O:21])[NH:17]1, predict the reactants needed to synthesize it. The reactants are: Cl.[NH2:2][CH2:3][C:4]1[CH:5]=[C:6]2[C:11](=[CH:12][CH:13]=1)[N:10]=[C:9]([CH3:14])[N:8]([CH:15]1[CH2:20][CH2:19][C:18](=[O:21])[NH:17][C:16]1=[O:22])[C:7]2=[O:23].C([N:26]([CH2:29]C)[CH2:27][CH3:28])C.[F:31][C:32]([F:44])([F:43])[O:33][C:34]1[CH:39]=CC=[CH:36][C:35]=1N=C=O.C1C[O:48]CC1. (6) Given the product [Br:1][C:2]1[CH:3]=[C:4]2[C:9](=[CH:10][CH:11]=1)[N:8]([CH2:16][C:17]1[CH:22]=[CH:21][C:20]([O:23][CH3:24])=[CH:19][CH:18]=1)[C:7](=[O:12])[CH:6]=[CH:5]2, predict the reactants needed to synthesize it. The reactants are: [Br:1][C:2]1[CH:3]=[C:4]2[C:9](=[CH:10][CH:11]=1)[NH:8][C:7](=[O:12])[CH:6]=[CH:5]2.[H-].[Na+].Cl[CH2:16][C:17]1[CH:22]=[CH:21][C:20]([O:23][CH3:24])=[CH:19][CH:18]=1. (7) Given the product [C:3]([C:5]1[C:6]([O:25][CH3:26])=[CH:7][C:8]([O:23][CH3:24])=[C:9]([C:11]2[N:15]([C:16]3[CH:21]=[CH:20][CH:19]=[CH:18][C:17]=3[CH3:22])[N:14]=[CH:13][CH:12]=2)[CH:10]=1)([OH:4])=[O:2], predict the reactants needed to synthesize it. The reactants are: C[O:2][C:3]([C:5]1[C:6]([O:25][CH3:26])=[CH:7][C:8]([O:23][CH3:24])=[C:9]([C:11]2[N:15]([C:16]3[CH:21]=[CH:20][CH:19]=[CH:18][C:17]=3[CH3:22])[N:14]=[CH:13][CH:12]=2)[CH:10]=1)=[O:4].[OH-].[Na+]. (8) Given the product [ClH:43].[ClH:43].[C:1]([N:4]1[C:13]2[C:8](=[CH:9][C:10]([C:14]3[CH:19]=[CH:18][C:17]([CH2:20][N:21]4[CH2:27][CH2:26][CH2:25][NH:24][CH2:23][CH2:22]4)=[CH:16][CH:15]=3)=[CH:11][CH:12]=2)[C@H:7]([NH:35][C:36](=[O:37])[O:38][CH:39]([CH3:40])[CH3:41])[CH2:6][C@@H:5]1[CH3:42])(=[O:3])[CH3:2], predict the reactants needed to synthesize it. The reactants are: [C:1]([N:4]1[C:13]2[C:8](=[CH:9][C:10]([C:14]3[CH:19]=[CH:18][C:17]([CH2:20][N:21]4[CH2:27][CH2:26][CH2:25][N:24](C(OC(C)(C)C)=O)[CH2:23][CH2:22]4)=[CH:16][CH:15]=3)=[CH:11][CH:12]=2)[C@H:7]([NH:35][C:36]([O:38][CH:39]([CH3:41])[CH3:40])=[O:37])[CH2:6][C@@H:5]1[CH3:42])(=[O:3])[CH3:2].[ClH:43]. (9) Given the product [CH3:21][Sn:22]([CH3:28])([CH3:27])[C:6]1[CH2:7][CH2:8][N:9]([C:12]([O:14][C:15]([CH3:18])([CH3:17])[CH3:16])=[O:13])[CH2:10][CH:11]=1, predict the reactants needed to synthesize it. The reactants are: FC(F)(F)C(O[C:6]1[CH2:7][CH2:8][N:9]([C:12]([O:14][C:15]([CH3:18])([CH3:17])[CH3:16])=[O:13])[CH2:10][CH:11]=1)=O.[CH3:21][Sn:22]([CH3:28])([CH3:27])[Sn:22]([CH3:28])([CH3:27])[CH3:21].[Cl-].[Li+]. (10) Given the product [C:39]([C:37]1[CH:36]=[CH:35][C:33]2[NH:34][C:30]([CH2:29][CH2:28][CH2:27][CH2:26][N:22]([CH2:21][CH:13]3[C@H:14]4[O:18][C:17]([CH3:20])([CH3:19])[O:16][C@H:15]4[C@H:11]([N:8]4[C:4]5[N:5]=[CH:6][N:7]=[C:2]([NH2:43])[C:3]=5[CH:10]=[CH:9]4)[CH2:12]3)[CH:23]([CH3:25])[CH3:24])=[N:31][C:32]=2[CH:38]=1)([CH3:42])([CH3:41])[CH3:40], predict the reactants needed to synthesize it. The reactants are: Cl[C:2]1[C:3]2[CH:10]=[CH:9][N:8]([C@H:11]3[C@@H:15]4[O:16][C:17]([CH3:20])([CH3:19])[O:18][C@@H:14]4[CH:13]([CH2:21][N:22]([CH2:26][CH2:27][CH2:28][CH2:29][C:30]4[NH:34][C:33]5[CH:35]=[CH:36][C:37]([C:39]([CH3:42])([CH3:41])[CH3:40])=[CH:38][C:32]=5[N:31]=4)[CH:23]([CH3:25])[CH3:24])[CH2:12]3)[C:4]=2[N:5]=[CH:6][N:7]=1.[NH3:43].